From a dataset of Reaction yield outcomes from USPTO patents with 853,638 reactions. Predict the reaction yield, written as a fraction of the theoretical maximum amount of product (1.0 means a 100% yield; for example, 0.34 means a 34% yield). (1) The reactants are C[C:2]1[CH:7]=[CH:6][C:5]([S:8]([O:11][CH2:12][C:13]([F:21])([F:20])[C:14]2[CH:19]=[CH:18][CH:17]=[CH:16][N:15]=2)(=[O:10])=[O:9])=[CH:4][CH:3]=1.[Na+].[I-].[NH3:24].C1(S(O)(=O)=O)C=CC=CC=1. The catalyst is C(OC(C)C)(=O)C.CS(C)=O. The product is [C:5]1([S:8]([OH:11])(=[O:10])=[O:9])[CH:6]=[CH:7][CH:2]=[CH:3][CH:4]=1.[F:20][C:13]([F:21])([C:14]1[CH:19]=[CH:18][CH:17]=[CH:16][N:15]=1)[CH2:12][NH2:24]. The yield is 0.495. (2) The reactants are [CH3:1][C:2]1([CH3:14])[C:6]([CH3:8])([CH3:7])[O:5][B:4]([C:9]2[CH:10]=[N:11][NH:12][CH:13]=2)[O:3]1.[CH3:15][O:16][C:17](=[O:22])[C:18](Br)([CH3:20])[CH3:19].C([O-])([O-])=O.[Cs+].[Cs+]. The catalyst is CN(C=O)C. The product is [CH3:15][O:16][C:17](=[O:22])[C:18]([CH3:20])([N:12]1[CH:13]=[C:9]([B:4]2[O:5][C:6]([CH3:7])([CH3:8])[C:2]([CH3:14])([CH3:1])[O:3]2)[CH:10]=[N:11]1)[CH3:19]. The yield is 0.630.